From a dataset of Reaction yield outcomes from USPTO patents with 853,638 reactions. Predict the reaction yield, written as a fraction of the theoretical maximum amount of product (1.0 means a 100% yield; for example, 0.34 means a 34% yield). (1) The reactants are Cl[C:2]1[CH:3]=[N:4][CH:5]=[C:6]([F:18])[C:7]=1[C:8]1[CH2:9][CH2:10][N:11]([CH:14]2[CH2:17][O:16][CH2:15]2)[CH2:12][CH:13]=1.[C:19](=[O:26])([O:21][C:22]([CH3:25])([CH3:24])[CH3:23])[NH2:20].CC(C)([O-])C.[Na+].CC(C1C=C(C(C)C)C(C2C(P(C3CCCCC3)C3CCCCC3)=C(OC)C=CC=2OC)=C(C(C)C)C=1)C. The catalyst is CC(C1C=C(C(C)C)C(C2C(P(C3CCCCC3)C3CCCCC3)=C(OC)C=CC=2OC)=C(C(C)C)C=1)C. The product is [C:22]([O:21][C:19](=[O:26])[NH:20][C:2]1[CH:3]=[N:4][CH:5]=[C:6]([F:18])[C:7]=1[C:8]1[CH2:9][CH2:10][N:11]([CH:14]2[CH2:17][O:16][CH2:15]2)[CH2:12][CH:13]=1)([CH3:25])([CH3:24])[CH3:23]. The yield is 0.240. (2) The reactants are [CH3:1][O:2][C:3]1[CH:4]=[C:5]([CH:8]=[C:9]([O:11][CH3:12])[CH:10]=1)[CH:6]=O.[OH:13][C:14]1[CH:19]=[CH:18][C:17]([CH2:20][C:21]([OH:23])=[O:22])=[CH:16][CH:15]=1.C(OC(=O)C)(=O)C.C(N(CC)CC)C.Cl. No catalyst specified. The product is [CH3:1][O:2][C:3]1[CH:4]=[C:5]([CH:6]=[C:20]([C:17]2[CH:18]=[CH:19][C:14]([OH:13])=[CH:15][CH:16]=2)[C:21]([OH:23])=[O:22])[CH:8]=[C:9]([O:11][CH3:12])[CH:10]=1. The yield is 0.470.